Predict the product of the given reaction. From a dataset of Forward reaction prediction with 1.9M reactions from USPTO patents (1976-2016). (1) The product is: [CH2:1]([O:3][C:4](=[O:25])[CH2:5][C:6]1[C:10]2[CH:11]=[CH:12][C:13]([O:15][CH2:16][C:17]3[C:18]([NH2:26])=[N:19][C:20]([CH3:23])=[N:21][CH:22]=3)=[CH:14][C:9]=2[S:8][CH:7]=1)[CH3:2]. Given the reactants [CH2:1]([O:3][C:4](=[O:25])[CH2:5][C:6]1[C:10]2[CH:11]=[CH:12][C:13]([O:15][CH2:16][C:17]3[C:18](Cl)=[N:19][C:20]([CH3:23])=[N:21][CH:22]=3)=[CH:14][C:9]=2[S:8][CH:7]=1)[CH3:2].[NH3:26], predict the reaction product. (2) Given the reactants Cl.Cl.[F:3][C:4]1[CH:16]=[CH:15][C:7]([CH2:8][N:9]2[CH2:13][CH2:12][C@@H:11]([NH2:14])[CH2:10]2)=[CH:6][CH:5]=1.[CH2:17]([O:19][C:20](=[O:29])[C:21]1[CH:26]=[C:25]([Cl:27])[C:24](Cl)=[N:23][CH:22]=1)[CH3:18].C([O-])([O-])=O.[K+].[K+].O, predict the reaction product. The product is: [Cl:27][C:25]1[C:24]([NH:14][C@@H:11]2[CH2:12][CH2:13][N:9]([CH2:8][C:7]3[CH:6]=[CH:5][C:4]([F:3])=[CH:16][CH:15]=3)[CH2:10]2)=[N:23][CH:22]=[C:21]([CH:26]=1)[C:20]([O:19][CH2:17][CH3:18])=[O:29]. (3) Given the reactants CN1C2C=CC=CC=2N=C1COC1C=CC(C2N(C)N=CC=2C2C=CN=CC=2)=CC=1.[N:31]1[CH:36]=[CH:35][C:34]([C:37]2[C:38]([C:47]3[CH:52]=[CH:51][C:50]([OH:53])=[CH:49][CH:48]=3)=[N:39][N:40]([CH2:42][C:43]([F:46])([F:45])[F:44])[CH:41]=2)=[CH:33][CH:32]=1.[N:54]1[C:55]([CH2:63]O)=[N:56][N:57]2[CH:62]=[CH:61][CH:60]=[CH:59][C:58]=12, predict the reaction product. The product is: [N:31]1[CH:36]=[CH:35][C:34]([C:37]2[C:38]([C:47]3[CH:48]=[CH:49][C:50]([O:53][CH2:63][C:55]4[N:54]=[C:58]5[CH:59]=[CH:60][CH:61]=[CH:62][N:57]5[N:56]=4)=[CH:51][CH:52]=3)=[N:39][N:40]([CH2:42][C:43]([F:45])([F:46])[F:44])[CH:41]=2)=[CH:33][CH:32]=1. (4) Given the reactants C[O:2][C:3](=[O:29])[CH2:4][CH2:5][NH:6][C:7](=[O:28])[C:8]1[CH:13]=[CH:12][C:11]([CH:14]([O:20][C:21]2[CH:26]=[CH:25][C:24](Br)=[CH:23][CH:22]=2)[CH2:15][CH2:16][CH2:17][CH2:18][CH3:19])=[CH:10][CH:9]=1.[F:30][C:31]([F:43])([F:42])[O:32][C:33]1[CH:38]=[CH:37][C:36](B(O)O)=[CH:35][CH:34]=1, predict the reaction product. The product is: [F:30][C:31]([F:43])([F:42])[O:32][C:33]1[CH:38]=[CH:37][C:36]([C:24]2[CH:23]=[CH:22][C:21]([O:20][CH:14]([C:11]3[CH:12]=[CH:13][C:8]([C:7]([NH:6][CH2:5][CH2:4][C:3]([OH:29])=[O:2])=[O:28])=[CH:9][CH:10]=3)[CH2:15][CH2:16][CH2:17][CH2:18][CH3:19])=[CH:26][CH:25]=2)=[CH:35][CH:34]=1. (5) The product is: [ClH:1].[Cl:1][C:2]1[CH:3]=[CH:4][C:5]([C:8]2[S:9][C:10]3[C:11](=[O:33])[N:12]([C:17]4[CH:22]=[CH:21][C:20]([O:23][CH2:24][CH:25]5[O:30][CH2:29][CH2:28][N:27]([CH3:34])[CH2:26]5)=[C:19]([O:31][CH3:32])[CH:18]=4)[CH2:13][CH2:14][C:15]=3[N:16]=2)=[CH:6][CH:7]=1. Given the reactants [Cl:1][C:2]1[CH:7]=[CH:6][C:5]([C:8]2[S:9][C:10]3[C:11](=[O:33])[N:12]([C:17]4[CH:22]=[CH:21][C:20]([O:23][CH2:24][CH:25]5[O:30][CH2:29][CH2:28][NH:27][CH2:26]5)=[C:19]([O:31][CH3:32])[CH:18]=4)[CH2:13][CH2:14][C:15]=3[N:16]=2)=[CH:4][CH:3]=1.[C:34]([O-])([O-])=O.[K+].[K+].[Na+].[I-].CI, predict the reaction product. (6) Given the reactants [N:1]1([CH2:6][C@@H:7]([O:14][C:15]2[CH:24]=[CH:23][C:22]3[C:21](=[O:25])[CH2:20][CH2:19][CH2:18][C:17]=3[C:16]=2[CH2:26][S:27][C:28]2[CH:36]=[CH:35][C:31]([C:32]([OH:34])=O)=[CH:30][CH:29]=2)[C:8]2[CH:13]=[CH:12][CH:11]=[CH:10][CH:9]=2)[CH:5]=[CH:4][N:3]=[CH:2]1.[CH3:37][NH2:38], predict the reaction product. The product is: [N:1]1([CH2:6][C@@H:7]([O:14][C:15]2[CH:24]=[CH:23][C:22]3[C:21](=[O:25])[CH2:20][CH2:19][CH2:18][C:17]=3[C:16]=2[CH2:26][S:27][C:28]2[CH:29]=[CH:30][C:31]([C:32]([NH:38][CH3:37])=[O:34])=[CH:35][CH:36]=2)[C:8]2[CH:13]=[CH:12][CH:11]=[CH:10][CH:9]=2)[CH:5]=[CH:4][N:3]=[CH:2]1.